This data is from CYP2D6 inhibition data for predicting drug metabolism from PubChem BioAssay. The task is: Regression/Classification. Given a drug SMILES string, predict its absorption, distribution, metabolism, or excretion properties. Task type varies by dataset: regression for continuous measurements (e.g., permeability, clearance, half-life) or binary classification for categorical outcomes (e.g., BBB penetration, CYP inhibition). Dataset: cyp2d6_veith. (1) The compound is Cc1ccc2c(c1)N(CCC(=O)NCC1CCCO1)C(=O)CO2. The result is 0 (non-inhibitor). (2) The compound is O=C1OC(OC2CCCCC2)(c2ccccc2)c2ccccc21. The result is 0 (non-inhibitor). (3) The compound is Cc1nn(Cc2c(F)c(F)c(F)c(F)c2F)c(C)c1NC(=O)c1c(-c2ccccc2)nn(-c2ccccc2)c1C. The result is 0 (non-inhibitor).